Dataset: Reaction yield outcomes from USPTO patents with 853,638 reactions. Task: Predict the reaction yield, written as a fraction of the theoretical maximum amount of product (1.0 means a 100% yield; for example, 0.34 means a 34% yield). The catalyst is ClCCl. The reactants are [NH2:1][C:2]1[S:3][C:4]([C:7]([O:9][CH2:10][CH3:11])=[O:8])=[CH:5][N:6]=1.[C:12]([C:16]1[CH:24]=[CH:23][C:19]([C:20](Cl)=[O:21])=[CH:18][CH:17]=1)([CH3:15])([CH3:14])[CH3:13].N1C=CC=CC=1.CCCCCC. The product is [CH2:10]([O:9][C:7]([C:4]1[S:3][C:2]([NH:1][C:20](=[O:21])[C:19]2[CH:23]=[CH:24][C:16]([C:12]([CH3:14])([CH3:13])[CH3:15])=[CH:17][CH:18]=2)=[N:6][CH:5]=1)=[O:8])[CH3:11]. The yield is 0.880.